This data is from Catalyst prediction with 721,799 reactions and 888 catalyst types from USPTO. The task is: Predict which catalyst facilitates the given reaction. (1) Reactant: [CH3:1][O:2][C:3]1[CH:11]=[C:10]([N:12]2[C:17](=[O:18])[C@H:16]3[CH2:19][C@@H:13]2[CH2:14][CH2:15]3)[CH:9]=[CH:8][C:4]=1[C:5]([OH:7])=O.C1C=CC2N(O)N=NC=2C=1.C(Cl)CCl.[Cl:34][C:35]1[CH:36]=[C:37]([CH:42]=[CH:43][C:44]=1[O:45][CH:46]([CH3:48])[CH3:47])/[C:38](=[N:40]/O)/[NH2:39]. Product: [Cl:34][C:35]1[CH:36]=[C:37]([C:38]2[N:40]=[C:5]([C:4]3[CH:8]=[CH:9][C:10]([N:12]4[C:17](=[O:18])[C@H:16]5[CH2:19][C@@H:13]4[CH2:14][CH2:15]5)=[CH:11][C:3]=3[O:2][CH3:1])[O:7][N:39]=2)[CH:42]=[CH:43][C:44]=1[O:45][CH:46]([CH3:48])[CH3:47]. The catalyst class is: 3. (2) Reactant: [NH:1]1[C:9]2[C:4](=[CH:5][C:6]([C:10]#[N:11])=[CH:7][CH:8]=2)[CH2:3][CH2:2]1.CN(C)C1C=CC=CC=1.Cl[CH:22]([CH3:26])[C:23](Cl)=[O:24].C(Cl)[Cl:28]. Product: [Cl:28][CH2:26][CH2:22][C:23]([N:1]1[C:9]2[C:4](=[CH:5][C:6]([C:10]#[N:11])=[CH:7][CH:8]=2)[CH2:3][CH2:2]1)=[O:24]. The catalyst class is: 6. (3) Reactant: Cl[C:2]1[CH:3]=[CH:4][C:5]2[C:10]3([CH2:18][C:17]4[C:12](=[CH:13][CH:14]=[C:15]([N+:19]([O-])=O)[CH:16]=4)[CH2:11]3)[O:9][C:8](=[O:22])[NH:7][C:6]=2[N:23]=1.Cl.C(OCC)(=O)C. Product: [NH2:19][C:15]1[CH:16]=[C:17]2[C:12](=[CH:13][CH:14]=1)[CH2:11][C:10]1([O:9][C:8](=[O:22])[NH:7][C:6]3[N:23]=[CH:2][CH:3]=[CH:4][C:5]1=3)[CH2:18]2. The catalyst class is: 43. (4) Reactant: [CH2:1]([C:3]1[C:7]2=[N:8][C:9]([C:12]([NH:14][C:15]3[CH:16]=[N:17][CH:18]=[CH:19][C:20]=3[N:21]3[CH2:26][CH2:25][CH2:24][C@H:23]([NH:27]C(=O)OC(C)(C)C)[CH2:22]3)=[O:13])=[CH:10][CH:11]=[C:6]2[S:5][CH:4]=1)[CH3:2].C(O)(C(F)(F)F)=O.N. Product: [NH2:27][C@H:23]1[CH2:24][CH2:25][CH2:26][N:21]([C:20]2[CH:19]=[CH:18][N:17]=[CH:16][C:15]=2[NH:14][C:12]([C:9]2[N:8]=[C:7]3[C:3]([CH2:1][CH3:2])=[CH:4][S:5][C:6]3=[CH:11][CH:10]=2)=[O:13])[CH2:22]1. The catalyst class is: 2. (5) Reactant: [NH2:1][C:2]1[CH:6]=[CH:5][S:4][C:3]=1[C:7]([O:9]C)=O.[O:11]1[CH:15]=[CH:14][N:13]=[C:12]1[C:16]#[N:17].CC(C)([O-])C.[K+]. Product: [O:11]1[CH:15]=[CH:14][N:13]=[C:12]1[C:16]1[N:17]=[C:7]([OH:9])[C:3]2[S:4][CH:5]=[CH:6][C:2]=2[N:1]=1. The catalyst class is: 7. (6) Reactant: [NH2:1][CH2:2][C@H:3]1[O:8][CH2:7][CH2:6][N:5]([C:9]([O:11][C:12]([CH3:15])([CH3:14])[CH3:13])=[O:10])[CH2:4]1.[OH:16][CH2:17][C:18](O)=[O:19].Cl.C(N=C=NCCCN(C)C)C. Product: [OH:19][CH2:18][C:17]([NH:1][CH2:2][C@H:3]1[O:8][CH2:7][CH2:6][N:5]([C:9]([O:11][C:12]([CH3:15])([CH3:14])[CH3:13])=[O:10])[CH2:4]1)=[O:16]. The catalyst class is: 143. (7) Reactant: [Cl:1][C:2]1[CH:3]=[C:4]([N+:12]([O-:14])=[O:13])[C:5]([CH3:11])=[C:6]([CH:10]=1)[C:7]([OH:9])=[O:8].[C:15](=O)([O-])[O-].[Na+].[Na+].CI.O. Product: [Cl:1][C:2]1[CH:3]=[C:4]([N+:12]([O-:14])=[O:13])[C:5]([CH3:11])=[C:6]([CH:10]=1)[C:7]([O:9][CH3:15])=[O:8]. The catalyst class is: 3. (8) Reactant: [C:1]([O:5][C:6](=[O:22])[CH2:7][CH2:8][N:9]1[CH2:14][CH2:13][O:12][CH:11]([C:15]2[CH:20]=[CH:19][C:18]([OH:21])=[CH:17][CH:16]=2)[CH2:10]1)([CH3:4])([CH3:3])[CH3:2].[Cl:23][C:24]1[CH:29]=[CH:28][CH:27]=[C:26]([Cl:30])[C:25]=1F.C([O-])([O-])=O.[K+].[K+]. Product: [C:1]([O:5][C:6](=[O:22])[CH2:7][CH2:8][N:9]1[CH2:14][CH2:13][O:12][CH:11]([C:15]2[CH:16]=[CH:17][C:18]([O:21][C:25]3[C:24]([Cl:23])=[CH:29][CH:28]=[CH:27][C:26]=3[Cl:30])=[CH:19][CH:20]=2)[CH2:10]1)([CH3:4])([CH3:2])[CH3:3]. The catalyst class is: 215.